The task is: Predict the reaction yield, written as a fraction of the theoretical maximum amount of product (1.0 means a 100% yield; for example, 0.34 means a 34% yield).. This data is from Reaction yield outcomes from USPTO patents with 853,638 reactions. (1) The reactants are [Br:1][C:2]1[CH:10]=[CH:9][C:5]2[NH:6][CH:7]=[N:8][C:4]=2[CH:3]=1.[O:11]1[CH:16]=[CH:15][CH2:14][CH2:13][CH2:12]1.CC1C=CC(S(O)(=O)=O)=CC=1.O. The catalyst is C1COCC1. The product is [Br:1][C:2]1[CH:10]=[CH:9][C:5]2[N:6]([CH:12]3[CH2:13][CH2:14][CH2:15][CH2:16][O:11]3)[CH:7]=[N:8][C:4]=2[CH:3]=1. The yield is 1.00. (2) The reactants are [CH3:1][C:2]1[S:3][C:4]2[CH:10]=[CH:9][CH:8]=[CH:7][C:5]=2[N:6]=1.[Se](=O)=[O:12]. No catalyst specified. The product is [S:3]1[C:4]2[CH:10]=[CH:9][CH:8]=[CH:7][C:5]=2[N:6]=[C:2]1[CH:1]=[O:12]. The yield is 0.410. (3) The reactants are C(O[C:4]1[C:13]2[C:8](=[CH:9][CH:10]=[CH:11][CH:12]=2)[CH:7]=[CH:6][CH:5]=1)=C.[OH2:14]. The catalyst is CO. The product is [C:12]1([C:4]2[C:13]3[C:8](=[CH:9][CH:10]=[CH:11][CH:12]=3)[CH:7]=[CH:6][CH:5]=2)[C:11]([OH:14])=[CH:10][CH:9]=[C:8]2[C:13]=1[CH:4]=[CH:5][CH:6]=[CH:7]2. The yield is 0.110. (4) The product is [F:23][C:24]1[CH:25]=[C:26]2[C:30](=[CH:31][CH:32]=1)[NH:29][C:28](=[O:33])[C:27]2=[CH:21][C:3]1[NH:4][C:5]2[CH2:11][CH2:10][CH2:9][N:8]([CH2:12][CH2:13][N:14]3[CH2:19][CH2:18][CH2:17][CH2:16][CH2:15]3)[C:7](=[O:20])[C:6]=2[C:2]=1[CH3:1]. The yield is 0.580. The reactants are [CH3:1][C:2]1[C:6]2[C:7](=[O:20])[N:8]([CH2:12][CH2:13][N:14]3[CH2:19][CH2:18][CH2:17][CH2:16][CH2:15]3)[CH2:9][CH2:10][CH2:11][C:5]=2[NH:4][C:3]=1[CH:21]=O.[F:23][C:24]1[CH:25]=[C:26]2[C:30](=[CH:31][CH:32]=1)[NH:29][C:28](=[O:33])[CH2:27]2.N1CCCCC1. The catalyst is C(O)C. (5) The reactants are [CH2:1]1[O:16][C:15]2[C:3](=[C:4]([CH:12]=[CH:13][CH:14]=2)[CH:5]=[CH:6][C:7]([O:9]CC)=[O:8])[O:2]1.[OH-].[K+]. The catalyst is CO.O. The product is [CH2:1]1[O:16][C:15]2[C:3](=[C:4]([CH:12]=[CH:13][CH:14]=2)[CH:5]=[CH:6][C:7]([OH:9])=[O:8])[O:2]1. The yield is 0.950. (6) The reactants are [CH3:1][N:2]([CH3:20])[CH2:3][C@H:4]([OH:19])[CH2:5][O:6][C:7]([CH3:18])([CH3:17])[CH2:8][N:9]1[CH:13]=[CH:12][C:11]([N+:14]([O-])=O)=[N:10]1.C(OCC)(=O)C.[H][H]. The catalyst is [Pd].C(O)C. The product is [NH2:14][C:11]1[CH:12]=[CH:13][N:9]([CH2:8][C:7]([CH3:18])([CH3:17])[O:6][CH2:5][C@@H:4]([OH:19])[CH2:3][N:2]([CH3:1])[CH3:20])[N:10]=1. The yield is 0.975.